Predict the product of the given reaction. From a dataset of Forward reaction prediction with 1.9M reactions from USPTO patents (1976-2016). (1) Given the reactants [CH2:1]([O:8][C:9]([N:11]1[CH2:16][CH2:15][C:14]([CH2:20][CH2:21][OH:22])([CH2:17][CH2:18][OH:19])[CH2:13][CH2:12]1)=[O:10])[C:2]1[CH:7]=[CH:6][CH:5]=[CH:4][CH:3]=1.C[N+]1([O-])CCOCC1, predict the reaction product. The product is: [CH2:1]([O:8][C:9]([N:11]1[CH2:16][CH2:15][C:14]2([CH2:17][C:18](=[O:19])[O:22][CH2:21][CH2:20]2)[CH2:13][CH2:12]1)=[O:10])[C:2]1[CH:7]=[CH:6][CH:5]=[CH:4][CH:3]=1. (2) Given the reactants C[OH:2].O.[F:4][C:5]1[C:10]([O:11][CH2:12][CH2:13][O:14][CH3:15])=[CH:9][C:8]([O:16][CH3:17])=[CH:7][C:6]=1[CH:18]([NH:34][C:35]1[CH:40]=[CH:39][C:38]([C:41]2[N:45]=[C:44]([C:46](F)(F)F)[O:43][N:42]=2)=[CH:37][CH:36]=1)[C:19]1[NH:20][C:21](=[O:33])[N:22]([C:24]2[C:29]([N+:30]([O-])=O)=[CH:28][CH:27]=[CH:26][N:25]=2)[N:23]=1, predict the reaction product. The product is: [C:44]([OH:2])(=[O:43])[CH3:46].[NH2:30][C:29]1[C:24]([N:22]2[C:21](=[O:33])[NH:20][C:19]([CH:18]([NH:34][C:35]3[CH:36]=[CH:37][C:38]([C:41]([NH2:45])=[NH:42])=[CH:39][CH:40]=3)[C:6]3[CH:7]=[C:8]([O:16][CH3:17])[CH:9]=[C:10]([O:11][CH2:12][CH2:13][O:14][CH3:15])[C:5]=3[F:4])=[N:23]2)=[N:25][CH:26]=[CH:27][CH:28]=1. (3) Given the reactants [Si:1]([O:8][CH2:9][CH2:10][O:11][C:12]1[CH:17]=[CH:16][C:15]([NH:18][C:19]2[N:24]=[C:23]([NH:25][C:26]3[CH:27]=C(NC(=O)C=C)C=[CH:30][CH:31]=3)[C:22]([F:37])=[CH:21][N:20]=2)=[CH:14][CH:13]=1)([C:4]([CH3:7])([CH3:6])[CH3:5])([CH3:3])[CH3:2].C[N+:39]1([O-])[CH2:44][CH2:43][O:42][CH2:41][CH2:40]1.C(Cl)(Cl)Cl.C[OH:51].C1[CH2:56][O:55]CC1, predict the reaction product. The product is: [Si:1]([O:8][CH2:9][CH2:10][O:11][C:12]1[CH:17]=[CH:16][C:15]([NH:18][C:19]2[N:24]=[C:23]([NH:25][C:26]3[CH:27]=[C:44]([NH:39][C:40](=[O:51])[CH:41]([OH:42])[CH2:56][OH:55])[CH:43]=[CH:30][CH:31]=3)[C:22]([F:37])=[CH:21][N:20]=2)=[CH:14][CH:13]=1)([C:4]([CH3:6])([CH3:5])[CH3:7])([CH3:2])[CH3:3]. (4) Given the reactants [C:1]([O:6][C@@H:7]1[C@@H:15]([CH2:16][CH2:17][O:18]S(C)(=O)=O)[C:14](=[O:23])[O:13][CH2:12][C@H:11]([NH:24][C:25]([O:27][C:28]([CH3:31])([CH3:30])[CH3:29])=[O:26])[C:10](=[O:32])[O:9][C@H:8]1[CH3:33])(=[O:5])[CH:2]([CH3:4])[CH3:3].[Na+].[I-].[C:36]([O-])(O)=[O:37].[Na+].CCOC(C)=O, predict the reaction product. The product is: [C:1]([O:6][C@@H:7]1[C@@H:15]([CH2:16][CH2:17][O:18][CH:36]=[O:37])[C:14](=[O:23])[O:13][CH2:12][C@H:11]([NH:24][C:25]([O:27][C:28]([CH3:31])([CH3:30])[CH3:29])=[O:26])[C:10](=[O:32])[O:9][C@H:8]1[CH3:33])(=[O:5])[CH:2]([CH3:4])[CH3:3]. (5) Given the reactants [Br:1][C:2]1[CH:3]=[C:4]([CH:9]=[CH:10][C:11]=1[CH2:12]Br)[C:5]([O:7][CH3:8])=[O:6].C(=O)([O-])[O-].[K+].[K+].[NH2:20][CH2:21][C@H:22]([OH:24])[CH3:23], predict the reaction product. The product is: [Br:1][C:2]1[CH:3]=[C:4]([CH:9]=[CH:10][C:11]=1[CH2:12][NH:20][CH2:21][C@H:22]([OH:24])[CH3:23])[C:5]([O:7][CH3:8])=[O:6]. (6) Given the reactants [CH3:1][CH2:2][N:3]([CH2:6][CH2:7][NH:8][C:9]([C:11]1[C:12]([CH3:29])=[C:13](/[CH:17]=[C:18]2/[C:19]3[CH:20]=[C:21]([F:28])[CH:22]=[CH:23][C:24]=3[NH:25][C:26]/2=[O:27])[NH:14][C:15]=1[CH3:16])=[O:10])[CH2:4][CH3:5].C([O-])(=O)C.C(OC(C)C)(C)C, predict the reaction product. The product is: [CH3:1][CH2:2][N:3]([CH2:6][CH2:7][NH:8][C:9]([C:11]1[C:12]([CH3:29])=[C:13](/[CH:17]=[C:18]2/[C:19]3[CH:20]=[C:21]([F:28])[CH:22]=[CH:23][C:24]=3[NH:25][C:26]/2=[O:27])[NH:14][C:15]=1[CH3:16])=[O:10])[CH2:4][CH3:5].